From a dataset of Reaction yield outcomes from USPTO patents with 853,638 reactions. Predict the reaction yield, written as a fraction of the theoretical maximum amount of product (1.0 means a 100% yield; for example, 0.34 means a 34% yield). The reactants are [C:1]([C:11]1[S:12][CH:13]=[CH:14][CH:15]=1)#[C:2][CH2:3][CH2:4][CH2:5][CH2:6][CH2:7][CH2:8][CH2:9][CH3:10].C([Li])CCC.C[Sn:22](Cl)(C)C.[Li]. The catalyst is O1CCCC1. The product is [SnH3:22][SH:12]1[C:11]([C:1]#[C:2][CH2:3][CH2:4][CH2:5][CH2:6][CH2:7][CH2:8][CH2:9][CH3:10])=[CH:15][CH:14]=[CH:13]1. The yield is 0.940.